Dataset: Full USPTO retrosynthesis dataset with 1.9M reactions from patents (1976-2016). Task: Predict the reactants needed to synthesize the given product. (1) Given the product [CH2:1]([O:3][C:4]([C:5]1[CH:6]=[C:7]([C:9]2[CH:14]=[CH:13][CH:12]=[CH:11][C:10]=2[O:15][CH2:16][C:17]2[CH:22]=[CH:21][CH:20]=[CH:19][CH:18]=2)[O:8][N:26]=1)=[O:24])[CH3:2], predict the reactants needed to synthesize it. The reactants are: [CH2:1]([O:3][C:4](=[O:24])[C:5](=O)[CH2:6][C:7]([C:9]1[CH:14]=[CH:13][CH:12]=[CH:11][C:10]=1[O:15][CH2:16][C:17]1[CH:22]=[CH:21][CH:20]=[CH:19][CH:18]=1)=[O:8])[CH3:2].Cl.[NH2:26]O. (2) Given the product [CH3:1][O:2][C:3]1[CH:8]=[CH:7][CH:6]=[CH:5][C:4]=1[CH:9]1[CH2:14][CH2:13][CH2:12][NH:11][CH2:10]1, predict the reactants needed to synthesize it. The reactants are: [CH3:1][O:2][C:3]1[CH:8]=[CH:7][CH:6]=[CH:5][C:4]=1[C:9]1[CH:10]=[N:11][CH:12]=[CH:13][CH:14]=1. (3) Given the product [Si:1]([O:8][CH2:9][CH2:10][CH2:11][C:12]([N:15]([CH3:27])[C:16](=[O:22])[O:17][C:18]([CH3:21])([CH3:20])[CH3:19])([CH3:13])[CH3:14])([C:4]([CH3:5])([CH3:6])[CH3:7])([CH3:3])[CH3:2], predict the reactants needed to synthesize it. The reactants are: [Si:1]([O:8][CH2:9][CH2:10][CH2:11][C:12]([NH:15][C:16](=[O:22])[O:17][C:18]([CH3:21])([CH3:20])[CH3:19])([CH3:14])[CH3:13])([C:4]([CH3:7])([CH3:6])[CH3:5])([CH3:3])[CH3:2].[H-].[Na+].[H][H].[CH3:27]I. (4) Given the product [NH2:23][C:5]1[CH:6]=[C:7]([CH:20]=[CH:21][CH:4]=1)[C:8]([C:10]1[CH:11]=[C:12]2[C:16](=[CH:17][CH:18]=1)[NH:15][C:14](=[O:19])[CH2:13]2)=[O:9], predict the reactants needed to synthesize it. The reactants are: [N+]([C:4]1[CH:21]=[CH:20][C:7]([C:8]([C:10]2[CH:11]=[C:12]3[C:16](=[CH:17][CH:18]=2)[NH:15][C:14](=[O:19])[CH2:13]3)=[O:9])=[CH:6][CH:5]=1)([O-])=O.O=[N:23]C1C=CC=CC=1. (5) Given the product [F:1][C:2]1[C:10]([F:11])=[CH:9][C:5]([CH2:6][OH:7])=[C:4]([N+:12]([O-:14])=[O:13])[CH:3]=1, predict the reactants needed to synthesize it. The reactants are: [F:1][C:2]1[C:10]([F:11])=[CH:9][C:5]([C:6](O)=[O:7])=[C:4]([N+:12]([O-:14])=[O:13])[CH:3]=1.C1COCC1. (6) Given the product [OH:31][C:28]([C:24]1[CH:23]=[CH:22][C:21]([NH:1][C:2]2[S:6][C:5]([C:7]3[CH:8]=[CH:9][C:10]([C:13]([OH:16])([CH3:15])[CH3:14])=[CH:11][CH:12]=3)=[N:4][C:3]=2[C:17]([NH2:19])=[O:18])=[N:26][C:25]=1[CH3:27])([CH3:30])[CH3:29], predict the reactants needed to synthesize it. The reactants are: [NH2:1][C:2]1[S:6][C:5]([C:7]2[CH:12]=[CH:11][C:10]([C:13]([OH:16])([CH3:15])[CH3:14])=[CH:9][CH:8]=2)=[N:4][C:3]=1[C:17]([NH2:19])=[O:18].Cl[C:21]1[N:26]=[C:25]([CH3:27])[C:24]([C:28]([OH:31])([CH3:30])[CH3:29])=[CH:23][CH:22]=1.CC(C1C=C(C(C)C)C(C2C=CC=CC=2P(C2CCCCC2)C2CCCCC2)=C(C(C)C)C=1)C.C(=O)([O-])[O-].[K+].[K+].C(O)(CC)(C)C. (7) Given the product [N:15]1[CH:20]=[CH:19][C:18]([C:2]2[CH:3]=[C:4]([CH:6]=[CH:7][CH:8]=2)[NH2:5])=[CH:17][CH:16]=1, predict the reactants needed to synthesize it. The reactants are: Br[C:2]1[CH:3]=[C:4]([CH:6]=[CH:7][CH:8]=1)[NH2:5].C(=O)([O-])[O-].[Na+].[Na+].[N:15]1[CH:20]=[CH:19][C:18](B(O)O)=[CH:17][CH:16]=1.